From a dataset of Full USPTO retrosynthesis dataset with 1.9M reactions from patents (1976-2016). Predict the reactants needed to synthesize the given product. (1) Given the product [F:13][C:14]1[CH:15]=[CH:16][C:17]2[C:22]3[C:23]4[C:52](=[O:53])[NH:51][C:50](=[O:54])[C:24]=4[C:25]4[C:26]5[C:31]([N:32]([C@@H:34]6[O:42][C@H:41]([CH2:43][N:5]7[C:1](=[O:11])[C:2]8=[CH:10][CH:9]=[CH:8][CH:7]=[C:3]8[C:4]7=[O:6])[C@@H:39]([OH:40])[C@H:37]([OH:38])[C@H:35]6[OH:36])[C:33]=4[C:21]=3[NH:20][C:18]=2[CH:19]=1)=[CH:30][C:29]([F:49])=[CH:28][CH:27]=5.[C@@H:34]1([N:32]2[C:33]3[C:21]4[NH:20][C:18]5[CH:19]=[C:14]([F:13])[CH:15]=[CH:16][C:17]=5[C:22]=4[C:23]4[C:52](=[O:53])[NH:51][C:50](=[O:54])[C:24]=4[C:25]=3[C:26]3[C:31]2=[CH:30][C:29]([F:49])=[CH:28][CH:27]=3)[O:42][C@@H:41]2[CH2:43][O:38][C@@H:37]([C@@H:39]2[OH:40])[C@H:35]1[OH:36], predict the reactants needed to synthesize it. The reactants are: [C:1]1(=[O:11])[NH:5][C:4](=[O:6])[C:3]2=[CH:7][CH:8]=[CH:9][CH:10]=[C:2]12.[K].[F:13][C:14]1[CH:15]=[CH:16][C:17]2[C:22]3[C:23]4[C:52](=[O:53])[NH:51][C:50](=[O:54])[C:24]=4[C:25]4[C:26]5[C:31]([N:32]([C@@H:34]6[O:42][C@H:41]([CH2:43]OS(C)(=O)=O)[C@@H:39]([OH:40])[C@H:37]([OH:38])[C@H:35]6[OH:36])[C:33]=4[C:21]=3[NH:20][C:18]=2[CH:19]=1)=[CH:30][C:29]([F:49])=[CH:28][CH:27]=5. (2) Given the product [I:22][C:19]1[CH:18]=[C:3]2[C:2](=[CH:21][CH:20]=1)[NH:1][C:23](=[O:24])[N:6]([CH2:7][C:8]1[CH:17]=[CH:16][C:11]([C:12]([O:14][CH3:15])=[O:13])=[CH:10][CH:9]=1)[C:4]2=[O:5], predict the reactants needed to synthesize it. The reactants are: [NH2:1][C:2]1[CH:21]=[CH:20][C:19]([I:22])=[CH:18][C:3]=1[C:4]([NH:6][CH2:7][C:8]1[CH:17]=[CH:16][C:11]([C:12]([O:14][CH3:15])=[O:13])=[CH:10][CH:9]=1)=[O:5].[C:23](N1C=CN=C1)(N1C=CN=C1)=[O:24]. (3) Given the product [CH3:30][O:33][C:3]1[CH:4]=[CH:5][C:6]([CH2:7][S:8][C:9]2[CH:10]=[C:11]([O:19][CH2:20][O:21][CH3:22])[C:12](=[O:18])[N:13]([CH2:15][O:16][CH3:17])[CH:14]=2)=[CH:23][CH:24]=1, predict the reactants needed to synthesize it. The reactants are: C([C:3]1[CH:24]=[CH:23][C:6]([CH2:7][S:8][C:9]2[CH:10]=[C:11]([O:19][CH2:20][O:21][CH3:22])[C:12](=[O:18])[N:13]([CH2:15][O:16][CH3:17])[CH:14]=2)=[CH:5][CH:4]=1)C.ClCC1C=C[C:30]([O:33]C)=CC=1. (4) Given the product [C:1]([C:5]1[N:10]=[CH:9][C:8]([C:11]2[N:12]([C:32]([N:34]3[CH2:35][CH2:36][CH:37]([CH2:40][C:41]([N:48]([CH3:49])[CH3:47])=[O:42])[CH2:38][CH2:39]3)=[O:33])[C@@:13]([C:25]3[CH:30]=[CH:29][C:28]([Cl:31])=[CH:27][CH:26]=3)([CH3:24])[C@@:14]([C:17]3[CH:18]=[CH:19][C:20]([Cl:23])=[CH:21][CH:22]=3)([CH3:16])[N:15]=2)=[C:7]([O:44][CH2:45][CH3:46])[CH:6]=1)([CH3:4])([CH3:2])[CH3:3], predict the reactants needed to synthesize it. The reactants are: [C:1]([C:5]1[N:10]=[CH:9][C:8]([C:11]2[N:12]([C:32]([N:34]3[CH2:39][CH2:38][CH:37]([CH2:40][C:41](O)=[O:42])[CH2:36][CH2:35]3)=[O:33])[C@@:13]([C:25]3[CH:30]=[CH:29][C:28]([Cl:31])=[CH:27][CH:26]=3)([CH3:24])[C@@:14]([C:17]3[CH:22]=[CH:21][C:20]([Cl:23])=[CH:19][CH:18]=3)([CH3:16])[N:15]=2)=[C:7]([O:44][CH2:45][CH3:46])[CH:6]=1)([CH3:4])([CH3:3])[CH3:2].[CH3:47][NH:48][CH3:49]. (5) Given the product [F:15][C:16]1[CH:24]=[C:23]2[C:19]([C:20]([C:25]3[CH:26]=[N:27][N:28]([CH:30]4[CH2:35][CH2:34][N:33]([C:11](=[O:13])[CH2:10][CH2:9][NH:8][C:6](=[O:7])[O:5][C:1]([CH3:2])([CH3:3])[CH3:4])[CH2:32][CH2:31]4)[CH:29]=3)=[CH:21][NH:22]2)=[CH:18][CH:17]=1, predict the reactants needed to synthesize it. The reactants are: [C:1]([O:5][C:6]([NH:8][CH2:9][CH2:10][C:11]([OH:13])=O)=[O:7])([CH3:4])([CH3:3])[CH3:2].Cl.[F:15][C:16]1[CH:24]=[C:23]2[C:19]([C:20]([C:25]3[CH:26]=[N:27][N:28]([CH:30]4[CH2:35][CH2:34][NH:33][CH2:32][CH2:31]4)[CH:29]=3)=[CH:21][NH:22]2)=[CH:18][CH:17]=1. (6) The reactants are: [CH:1]([NH2:4])([CH3:3])[CH3:2].CS(O[CH2:10][CH2:11][NH:12][C:13]1[N:18]=[C:17]([O:19][CH3:20])[C:16]([NH:21][C:22]([C:24]2[N:25]=[C:26]([O:29][C:30]3[CH:35]=[C:34]([C:36]([CH3:39])([CH3:38])[CH3:37])[CH:33]=[CH:32][C:31]=3[CH3:40])[S:27][CH:28]=2)=[O:23])=[C:15]([O:41][CH3:42])[N:14]=1)(=O)=O. Given the product [C:36]([C:34]1[CH:33]=[CH:32][C:31]([CH3:40])=[C:30]([CH:35]=1)[O:29][C:26]1[S:27][CH:28]=[C:24]([C:22]([NH:21][C:16]2[C:17]([O:19][CH3:20])=[N:18][C:13]([NH:12][CH2:11][CH2:10][NH:4][CH:1]([CH3:3])[CH3:2])=[N:14][C:15]=2[O:41][CH3:42])=[O:23])[N:25]=1)([CH3:38])([CH3:37])[CH3:39], predict the reactants needed to synthesize it.